Dataset: Full USPTO retrosynthesis dataset with 1.9M reactions from patents (1976-2016). Task: Predict the reactants needed to synthesize the given product. (1) Given the product [CH3:1][C:2]1[CH:7]=[CH:6][N:5]=[CH:4][C:3]=1[N:8]1[CH2:12][CH2:11][N:10]([C:15]2[CH:20]=[CH:19][CH:18]=[CH:17][CH:16]=2)[C:9]1=[O:13], predict the reactants needed to synthesize it. The reactants are: [CH3:1][C:2]1[CH:7]=[CH:6][N:5]=[CH:4][C:3]=1[N:8]1[CH2:12][CH2:11][NH:10][C:9]1=[O:13].Br[C:15]1[CH:20]=[CH:19][CH:18]=[CH:17][CH:16]=1.N[C@@H]1CCCC[C@H]1N.P([O-])([O-])([O-])=O.[K+].[K+].[K+]. (2) Given the product [N:32]1([C@:6]23[CH2:28][CH2:27][C@@H:26]([C:29]([CH3:31])=[CH2:30])[C@@H:7]2[C@@H:8]2[C@@:3]([CH3:2])([CH2:4][CH2:5]3)[C@@:20]3([CH3:21])[C@@H:11]([C@:12]4([CH3:25])[C@@H:17]([CH2:18][CH2:19]3)[C:16]([CH3:22])([CH3:23])[C:15](=[O:24])[CH2:14][CH2:13]4)[CH2:10][CH2:9]2)[CH2:53][CH2:52]1, predict the reactants needed to synthesize it. The reactants are: [Cl-].[CH3:2][C@:3]12[C@@:20]3([CH3:21])[C@@H:11]([C@:12]4([CH3:25])[C@@H:17]([CH2:18][CH2:19]3)[C:16]([CH3:23])([CH3:22])[C:15](=[O:24])[CH2:14][CH2:13]4)[CH2:10][CH2:9][C@@H:8]1[C@H:7]1[C@H:26]([C:29]([CH3:31])=[CH2:30])[CH2:27][CH2:28][C@:6]1([NH3+:32])[CH2:5][CH2:4]2.[O-]P(OP(OP([O-])([O-])=O)([O-])=O)(=O)[O-].[K+].[K+].[K+].[K+].[K+].Cl[CH2:52][CH2:53]Cl. (3) Given the product [NH2:1][C:4]1[CH:5]=[C:6]2[C:10](=[CH:11][CH:12]=1)[N:9]([C:13]1[CH:14]=[CH:15][C:16]([CH:19]([CH3:28])[CH2:20][NH:21][S:22]([CH:25]([CH3:27])[CH3:26])(=[O:24])=[O:23])=[CH:17][CH:18]=1)[CH:8]=[CH:7]2, predict the reactants needed to synthesize it. The reactants are: [N+:1]([C:4]1[CH:5]=[C:6]2[C:10](=[CH:11][CH:12]=1)[N:9]([C:13]1[CH:18]=[CH:17][C:16]([CH:19]([CH3:28])[CH2:20][NH:21][S:22]([CH:25]([CH3:27])[CH3:26])(=[O:24])=[O:23])=[CH:15][CH:14]=1)[CH:8]=[CH:7]2)([O-])=O.[NH4+].[Cl-].